Dataset: Reaction yield outcomes from USPTO patents with 853,638 reactions. Task: Predict the reaction yield, written as a fraction of the theoretical maximum amount of product (1.0 means a 100% yield; for example, 0.34 means a 34% yield). (1) The reactants are Br[C:2]1[CH:7]=[CH:6][N:5]=[C:4]([C:8]2[O:12][C:11]([CH:13]=[O:14])=[CH:10][CH:9]=2)[CH:3]=1.[CH:15]([C:17]1[CH:22]=[CH:21][C:20](B(O)O)=[CH:19][CH:18]=1)=[O:16]. No catalyst specified. The product is [CH:15]([C:17]1[CH:22]=[CH:21][C:20]([C:7]2[CH:2]=[CH:3][C:4]([C:8]3[O:12][C:11]([CH:13]=[O:14])=[CH:10][CH:9]=3)=[N:5][CH:6]=2)=[CH:19][CH:18]=1)=[O:16]. The yield is 0.910. (2) The reactants are [C:1]([O:5][C:6]([N:8]1[C:16]2[C:11](=[CH:12][CH:13]=[C:14]([CH2:17][OH:18])[CH:15]=2)[CH:10]=[C:9]1[C:19]1[CH:24]=[C:23]([C:25]2[CH:30]=[CH:29][N:28]=[CH:27][CH:26]=2)[N:22]=[N:21][C:20]=1[O:31][CH3:32])=[O:7])([CH3:4])([CH3:3])[CH3:2]. The catalyst is ClCCl.[O-2].[Mn+4].[O-2]. The product is [C:1]([O:5][C:6]([N:8]1[C:16]2[C:11](=[CH:12][CH:13]=[C:14]([CH:17]=[O:18])[CH:15]=2)[CH:10]=[C:9]1[C:19]1[CH:24]=[C:23]([C:25]2[CH:30]=[CH:29][N:28]=[CH:27][CH:26]=2)[N:22]=[N:21][C:20]=1[O:31][CH3:32])=[O:7])([CH3:4])([CH3:3])[CH3:2]. The yield is 0.820. (3) The yield is 0.810. The reactants are [CH2:1]([CH:3]([C:6]1[CH:11]=[C:10]([CH3:12])[N:9]=[N:8][C:7]=1[NH:13]C(=O)C(C)(C)C)[CH2:4][CH3:5])[CH3:2]. The catalyst is Cl. The product is [CH2:1]([CH:3]([C:6]1[CH:11]=[C:10]([CH3:12])[N:9]=[N:8][C:7]=1[NH2:13])[CH2:4][CH3:5])[CH3:2]. (4) The catalyst is C1COCC1.[Cl-].[Na+].O. The reactants are [CH3:1][N:2]1[C:6]2[CH:7]=[CH:8][C:9]([C:11]3[CH2:17][C@H:16]4[N:13]([C:14](=[O:25])[C@@H:15]4[C@H:18]([O:20][Si](C)(C)C)[CH3:19])[C:12]=3[C:26]([O:28][CH2:29][CH:30]=[CH2:31])=[O:27])=[CH:10][C:5]=2[O:4][C:3]1=[O:32].O.Cl.C(=O)([O-])O.[Na+]. The yield is 0.660. The product is [OH:20][C@@H:18]([C@H:15]1[C:14](=[O:25])[N:13]2[C@@H:16]1[CH2:17][C:11]([C:9]1[CH:8]=[CH:7][C:6]3[N:2]([CH3:1])[C:3](=[O:32])[O:4][C:5]=3[CH:10]=1)=[C:12]2[C:26]([O:28][CH2:29][CH:30]=[CH2:31])=[O:27])[CH3:19]. (5) The reactants are [N:1]12[CH2:8][CH2:7][C:4]([C:9]([C:16]3[CH:20]=[CH:19][S:18][CH:17]=3)([C:11]3[CH:15]=[CH:14][S:13][CH:12]=3)[OH:10])([CH2:5][CH2:6]1)[CH2:3][CH2:2]2.[C:21]1([O:27][CH2:28][CH2:29][Br:30])[CH:26]=[CH:25][CH:24]=[CH:23][CH:22]=1. The catalyst is C(Cl)(Cl)Cl. The product is [Br-:30].[OH:10][C:9]([C:11]1[CH:15]=[CH:14][S:13][CH:12]=1)([C:16]1[CH:20]=[CH:19][S:18][CH:17]=1)[C:4]12[CH2:7][CH2:8][N+:1]([CH2:29][CH2:28][O:27][C:21]3[CH:26]=[CH:25][CH:24]=[CH:23][CH:22]=3)([CH2:6][CH2:5]1)[CH2:2][CH2:3]2. The yield is 0.545. (6) The reactants are CS(O)(=O)=O.[NH2:6][CH2:7][C:8]1[CH:9]=[C:10]2[C:14](=[CH:15][CH:16]=1)[C:13](=[O:17])[N:12]([CH:18]1[CH2:23][CH2:22][C:21](=[O:24])[NH:20][C:19]1=[O:25])[CH2:11]2.[CH2:26]([O:28][C:29]1[CH:37]=[CH:36][C:32]([C:33](Cl)=[O:34])=[CH:31][CH:30]=1)[CH3:27].Cl. The catalyst is C(#N)C. The product is [O:25]=[C:19]1[CH:18]([N:12]2[CH2:11][C:10]3[C:14](=[CH:15][CH:16]=[C:8]([CH2:7][NH:6][C:33](=[O:34])[C:32]4[CH:31]=[CH:30][C:29]([O:28][CH2:26][CH3:27])=[CH:37][CH:36]=4)[CH:9]=3)[C:13]2=[O:17])[CH2:23][CH2:22][C:21](=[O:24])[NH:20]1. The yield is 0.460. (7) The reactants are [CH3:1][C:2]1[N:3]=[C:4]([N:9]2[CH2:13][CH2:12][N:11]([CH2:14][C:15]3[CH:20]=[CH:19][C:18]([C:21]([F:24])([F:23])[F:22])=[CH:17][CH:16]=3)[C:10]2=[O:25])[S:5][C:6]=1[CH:7]=[O:8].C(=O)([O-])[O-].[K+].[K+].S([CH2:42][N+:43]#[C-:44])(C1C=CC(C)=CC=1)(=O)=O. The catalyst is CO.C(OCC)(=O)C. The product is [CH3:1][C:2]1[N:3]=[C:4]([N:9]2[CH2:13][CH2:12][N:11]([CH2:14][C:15]3[CH:20]=[CH:19][C:18]([C:21]([F:24])([F:23])[F:22])=[CH:17][CH:16]=3)[C:10]2=[O:25])[S:5][C:6]=1[C:7]1[O:8][CH:44]=[N:43][CH:42]=1. The yield is 0.470. (8) The reactants are [CH3:1][C:2]1([CH3:23])[C:7]2[CH:8]=[C:9]3[C:14](=[CH:15][C:6]=2[C:5]([CH3:22])([CH3:21])[CH2:4][CH2:3]1)[O:13][C:12](=[O:16])[CH:11]=[C:10]3[C:17]([F:20])([F:19])[F:18].[H-].C([Al+]CC(C)C)C(C)C. The catalyst is C(Cl)Cl. The product is [CH3:1][C:2]1([CH3:23])[C:7]2[CH:8]=[C:9]3[C:14](=[CH:15][C:6]=2[C:5]([CH3:22])([CH3:21])[CH2:4][CH2:3]1)[O:13][CH:12]([OH:16])[CH:11]=[C:10]3[C:17]([F:20])([F:18])[F:19]. The yield is 0.990. (9) The reactants are [Cl:1][C:2]1[CH:7]=[C:6](/[CH:8]=[CH:9]/[CH:10]([C:15]2[CH:20]=[C:19]([Cl:21])[C:18]([Cl:22])=[C:17]([Cl:23])[CH:16]=2)[C:11]([F:14])([F:13])[F:12])[CH:5]=[CH:4][C:3]=1[CH2:24][NH2:25].CCN(CC)CC.Cl[C:34](=[O:39])[C:35]([O:37][CH3:38])=[O:36]. The catalyst is C(Cl)Cl. The product is [Cl:1][C:2]1[CH:7]=[C:6](/[CH:8]=[CH:9]/[CH:10]([C:15]2[CH:20]=[C:19]([Cl:21])[C:18]([Cl:22])=[C:17]([Cl:23])[CH:16]=2)[C:11]([F:14])([F:13])[F:12])[CH:5]=[CH:4][C:3]=1[CH2:24][NH:25][C:34](=[O:39])[C:35]([O:37][CH3:38])=[O:36]. The yield is 0.500.